From a dataset of Forward reaction prediction with 1.9M reactions from USPTO patents (1976-2016). Predict the product of the given reaction. Given the reactants [H-].[Na+].[C:3]([O:7][C:8]([N:10]1[CH2:16][CH2:15][C:14]2[CH:17]=[C:18]([OH:21])[CH:19]=[CH:20][C:13]=2[CH2:12][CH2:11]1)=[O:9])([CH3:6])([CH3:5])[CH3:4].Cl[C:23]1[N:24]=[CH:25][C:26]([C:29]([O:31][CH3:32])=[O:30])=[N:27][CH:28]=1, predict the reaction product. The product is: [CH3:32][O:31][C:29]([C:26]1[N:27]=[CH:28][C:23]([O:21][C:18]2[CH:19]=[CH:20][C:13]3[CH2:12][CH2:11][N:10]([C:8]([O:7][C:3]([CH3:6])([CH3:4])[CH3:5])=[O:9])[CH2:16][CH2:15][C:14]=3[CH:17]=2)=[N:24][CH:25]=1)=[O:30].